Dataset: Catalyst prediction with 721,799 reactions and 888 catalyst types from USPTO. Task: Predict which catalyst facilitates the given reaction. (1) The catalyst class is: 4. Reactant: [NH2:1][C:2]1[C:11]2[N:12]=[C:13]([CH2:33][O:34][CH2:35][CH3:36])[N:14]([CH2:15][C:16]([NH:19][C:20](=[O:32])[CH2:21][CH2:22][CH2:23][CH2:24][CH2:25][NH:26][C:27](=[O:31])[CH2:28][CH2:29][SH:30])([CH3:18])[CH3:17])[C:10]=2[C:9]2[CH:8]=[CH:7][CH:6]=[CH:5][C:4]=2[N:3]=1.[CH:37]1[CH:42]=[C:41]([S:43][S:43][C:41]2[N:40]=[CH:39][CH:38]=[CH:37][CH:42]=2)[N:40]=[CH:39][CH:38]=1. Product: [NH2:1][C:2]1[C:11]2[N:12]=[C:13]([CH2:33][O:34][CH2:35][CH3:36])[N:14]([CH2:15][C:16]([NH:19][C:20](=[O:32])[CH2:21][CH2:22][CH2:23][CH2:24][CH2:25][NH:26][C:27](=[O:31])[CH2:28][CH2:29][S:30][S:43][C:41]3[CH:42]=[CH:37][CH:38]=[CH:39][N:40]=3)([CH3:18])[CH3:17])[C:10]=2[C:9]2[CH:8]=[CH:7][CH:6]=[CH:5][C:4]=2[N:3]=1. (2) Reactant: [CH3:1][O:2][C:3](=[O:28])[CH2:4][C:5]1[CH:10]=[C:9]([Br:11])[C:8]([O:12][C:13]2[CH:18]=[C:17]([CH:19]([CH3:21])[CH3:20])[C:16]([O:22][CH3:23])=[C:15]([N+:24]([O-])=O)[CH:14]=2)=[C:7]([Br:27])[CH:6]=1.S(S([O-])=O)([O-])=O.[Na+].[Na+].CCCCCCC. Product: [Br:11][C:9]1[CH:10]=[C:5]([CH2:4][C:3]([O:2][CH3:1])=[O:28])[CH:6]=[C:7]([Br:27])[C:8]=1[O:12][C:13]1[CH:18]=[C:17]([CH:19]([CH3:20])[CH3:21])[C:16]([O:22][CH3:23])=[C:15]([NH2:24])[CH:14]=1. The catalyst class is: 162. (3) Reactant: [F:1][C:2]([F:12])([F:11])[C:3]1[CH:10]=[CH:9][C:6]([CH:7]=O)=[CH:5][CH:4]=1.[N+:13]([CH3:16])([O-:15])=[O:14].[OH-].[Na+]. Product: [N+:13]([CH:16]=[CH:7][C:6]1[CH:9]=[CH:10][C:3]([C:2]([F:12])([F:11])[F:1])=[CH:4][CH:5]=1)([O-:15])=[O:14]. The catalyst class is: 8. (4) Reactant: [C:1]1([CH2:7][CH2:8][CH2:9][NH:10][C:11]2[C:20]3[C:15](=[CH:16][CH:17]=[CH:18][CH:19]=3)[CH:14]=[CH:13][C:12]=2[C:21](O)=[O:22])[CH:6]=[CH:5][CH:4]=[CH:3][CH:2]=1.ON1C2C=CC=CC=2N=N1.Cl.C(N=C=NCCCN(C)C)C.C(N(CC)C(C)C)(C)C.Cl.[CH3:56][O:57][C:58](=[O:63])[C:59]([NH2:62])([CH3:61])[CH3:60]. Product: [CH3:56][O:57][C:58](=[O:63])[C:59]([CH3:61])([NH:62][C:21]([C:12]1[CH:13]=[CH:14][C:15]2[C:20](=[CH:19][CH:18]=[CH:17][CH:16]=2)[C:11]=1[NH:10][CH2:9][CH2:8][CH2:7][C:1]1[CH:6]=[CH:5][CH:4]=[CH:3][CH:2]=1)=[O:22])[CH3:60]. The catalyst class is: 3. (5) Reactant: C([Si]([O:8]/[C:9](/[C:12]1[CH:17]=[CH:16][CH:15]=[C:14]([F:18])[CH:13]=1)=[CH:10]\[CH3:11])(C)C)(C)(C)C.CS(N)(=O)=[O:21]. Product: [F:18][C:14]1[CH:13]=[C:12]([C:9](=[O:8])[C@H:10]([OH:21])[CH3:11])[CH:17]=[CH:16][CH:15]=1. The catalyst class is: 371.